This data is from NCI-60 drug combinations with 297,098 pairs across 59 cell lines. The task is: Regression. Given two drug SMILES strings and cell line genomic features, predict the synergy score measuring deviation from expected non-interaction effect. (1) Drug 1: C1CCN(CC1)CCOC2=CC=C(C=C2)C(=O)C3=C(SC4=C3C=CC(=C4)O)C5=CC=C(C=C5)O. Drug 2: C1C(C(OC1N2C=NC3=C2NC=NCC3O)CO)O. Cell line: SK-OV-3. Synergy scores: CSS=7.59, Synergy_ZIP=1.22, Synergy_Bliss=-1.68, Synergy_Loewe=0.170, Synergy_HSA=0.290. (2) Drug 1: C1=CC(=CC=C1CCCC(=O)O)N(CCCl)CCCl. Drug 2: C(CN)CNCCSP(=O)(O)O. Cell line: KM12. Synergy scores: CSS=-2.04, Synergy_ZIP=-1.70, Synergy_Bliss=-2.91, Synergy_Loewe=-7.78, Synergy_HSA=-4.41. (3) Drug 1: CCC1=CC2CC(C3=C(CN(C2)C1)C4=CC=CC=C4N3)(C5=C(C=C6C(=C5)C78CCN9C7C(C=CC9)(C(C(C8N6C)(C(=O)OC)O)OC(=O)C)CC)OC)C(=O)OC.C(C(C(=O)O)O)(C(=O)O)O. Drug 2: CC1CCC2CC(C(=CC=CC=CC(CC(C(=O)C(C(C(=CC(C(=O)CC(OC(=O)C3CCCCN3C(=O)C(=O)C1(O2)O)C(C)CC4CCC(C(C4)OC)O)C)C)O)OC)C)C)C)OC. Cell line: SK-MEL-28. Synergy scores: CSS=47.6, Synergy_ZIP=6.06, Synergy_Bliss=6.60, Synergy_Loewe=10.4, Synergy_HSA=11.5. (4) Drug 1: CCC(=C(C1=CC=CC=C1)C2=CC=C(C=C2)OCCN(C)C)C3=CC=CC=C3.C(C(=O)O)C(CC(=O)O)(C(=O)O)O. Drug 2: CN(CCCl)CCCl.Cl. Cell line: OVCAR-8. Synergy scores: CSS=10.7, Synergy_ZIP=-3.68, Synergy_Bliss=-3.46, Synergy_Loewe=-2.38, Synergy_HSA=-1.22.